Dataset: Full USPTO retrosynthesis dataset with 1.9M reactions from patents (1976-2016). Task: Predict the reactants needed to synthesize the given product. The reactants are: Br[C:2]1[CH:3]=[C:4]([S:8]([C:11]([CH:27]2[CH2:39][C:30]3[NH:31][C:32]4[CH:33]=[CH:34][C:35]([Cl:38])=[CH:36][C:37]=4[C:29]=3[CH2:28]2)([F:26])[C:12]2[O:16][C:15]([C:17]3[CH:25]=[CH:24][C:20]([C:21]([OH:23])=[O:22])=[CH:19][CH:18]=3)=[N:14][N:13]=2)(=[O:10])=[O:9])[CH:5]=[CH:6][CH:7]=1. Given the product [C:4]1([S:8]([C:11]([CH:27]2[CH2:39][C:30]3[NH:31][C:32]4[CH:33]=[CH:34][C:35]([Cl:38])=[CH:36][C:37]=4[C:29]=3[CH2:28]2)([F:26])[C:12]2[O:16][C:15]([C:17]3[CH:18]=[CH:19][C:20]([C:21]([OH:23])=[O:22])=[CH:24][CH:25]=3)=[N:14][N:13]=2)(=[O:10])=[O:9])[CH:5]=[CH:6][CH:7]=[CH:2][CH:3]=1, predict the reactants needed to synthesize it.